Task: Predict the reaction yield, written as a fraction of the theoretical maximum amount of product (1.0 means a 100% yield; for example, 0.34 means a 34% yield).. Dataset: Reaction yield outcomes from USPTO patents with 853,638 reactions (1) The reactants are [CH3:1][O:2][CH2:3][CH2:4][N:5]1[CH:14]([C:15]2[S:16][CH:17]=[CH:18][CH:19]=2)[CH:13]([C:20]([OH:22])=O)[C:12]2[C:7](=[CH:8][CH:9]=[CH:10][CH:11]=2)[C:6]1=[O:23].S(Cl)(Cl)=O.[NH2:28][C:29]1[CH:36]=[CH:35][C:32]([C:33]#[N:34])=[C:31]([C:37]([F:40])([F:39])[F:38])[CH:30]=1. The catalyst is C(Cl)(Cl)Cl. The product is [C:33]([C:32]1[CH:35]=[CH:36][C:29]([NH:28][C:20]([CH:13]2[C:12]3[C:7](=[CH:8][CH:9]=[CH:10][CH:11]=3)[C:6](=[O:23])[N:5]([CH2:4][CH2:3][O:2][CH3:1])[CH:14]2[C:15]2[S:16][CH:17]=[CH:18][CH:19]=2)=[O:22])=[CH:30][C:31]=1[C:37]([F:38])([F:39])[F:40])#[N:34]. The yield is 0.150. (2) The reactants are [Br:1][C:2]1[C:6]2[CH2:7][N:8]([C:11](OC(C)(C)C)=[O:12])[CH2:9][CH2:10][C:5]=2[N:4]([CH3:18])[N:3]=1.F[C:20](F)(F)C(O)=O.C(OC(=O)C)(=O)C.O. The catalyst is C(Cl)Cl. The product is [Br:1][C:2]1[C:6]2[CH2:7][N:8]([C:11](=[O:12])[CH3:20])[CH2:9][CH2:10][C:5]=2[N:4]([CH3:18])[N:3]=1. The yield is 0.870. (3) The reactants are [C:1]([C:5]1[CH:10]=[CH:9][CH:8]=[C:7]([CH:11]=[CH2:12])[CH:6]=1)([CH3:4])([CH3:3])[CH3:2].[C:13]1([O:19]P(OC2C=CC=CC=2)OC2C=CC=CC=2)C=CC=CC=1.[H][H].[C]=O. The catalyst is C1(C)C=CC=CC=1.C/C(/O)=C/C(C)=O.[C-]#[O+].[C-]#[O+].[Rh]. The product is [C:1]([C:5]1[CH:6]=[C:7]([CH2:11][CH2:12][CH:13]=[O:19])[CH:8]=[CH:9][CH:10]=1)([CH3:4])([CH3:3])[CH3:2]. The yield is 0.630. (4) The reactants are C([N:4]([C:26]1[C:31]([Cl:32])=[CH:30][C:29]([C:33]([F:42])([C:38]([F:41])([F:40])[F:39])[C:34]([F:37])([F:36])[F:35])=[CH:28][C:27]=1[Br:43])[C:5]([C:7]1[C:8]([O:24][CH3:25])=[C:9]([N:13]([CH2:22][CH3:23])[C:14]([C:16]2[CH:21]=[CH:20][N:19]=[CH:18][CH:17]=2)=[O:15])[CH:10]=[CH:11][CH:12]=1)=[O:6])(=O)C.[OH-].[Na+]. The catalyst is C1COCC1.O.C(OCC)(=O)C. The product is [Br:43][C:27]1[CH:28]=[C:29]([C:33]([F:42])([C:34]([F:35])([F:36])[F:37])[C:38]([F:39])([F:40])[F:41])[CH:30]=[C:31]([Cl:32])[C:26]=1[NH:4][C:5]([C:7]1[C:8]([O:24][CH3:25])=[C:9]([N:13]([CH2:22][CH3:23])[C:14]([C:16]2[CH:17]=[CH:18][N:19]=[CH:20][CH:21]=2)=[O:15])[CH:10]=[CH:11][CH:12]=1)=[O:6]. The yield is 0.960. (5) The reactants are [C:1]([O:7][C:8]1[C:9]([CH3:18])=[C:10]2[N:15]([CH:16]=1)[N:14]=[CH:13][NH:12][C:11]2=O)(=[O:6])[C:2]([CH3:5])([CH3:4])[CH3:3].P(Cl)(Cl)([Cl:21])=O.CCN(CCO)CC.C1(C)C=CC=CC=1. The catalyst is C(OCC)(=O)C.O. The product is [C:1]([O:7][C:8]1[C:9]([CH3:18])=[C:10]2[N:15]([CH:16]=1)[N:14]=[CH:13][N:12]=[C:11]2[Cl:21])(=[O:6])[C:2]([CH3:5])([CH3:4])[CH3:3]. The yield is 0.780.